This data is from Catalyst prediction with 721,799 reactions and 888 catalyst types from USPTO. The task is: Predict which catalyst facilitates the given reaction. (1) Reactant: [CH3:1][C:2]1[C:10]2[C:5](=[CH:6][CH:7]=[C:8](/[CH:11]=[C:12](/[C:15](=O)[CH3:16])\[C:13]#[N:14])[CH:9]=2)[NH:4][N:3]=1.O[C:19]1[CH2:23][N:22](C(OC(C)(C)C)=O)[C:21](=[O:31])[CH:20]=1.C([O-])(=O)C.[NH4+:36]. Product: [CH3:16][C:15]1[NH:36][C:19]2[CH2:23][NH:22][C:21](=[O:31])[C:20]=2[CH:11]([C:8]2[CH:9]=[C:10]3[C:5](=[CH:6][CH:7]=2)[NH:4][N:3]=[C:2]3[CH3:1])[C:12]=1[C:13]#[N:14]. The catalyst class is: 15. (2) Reactant: [S:1]([N:11]1[C:15]2=[N:16][CH:17]=[C:18]([CH:20]=O)[N:19]=[C:14]2[CH:13]=[CH:12]1)([C:4]1[CH:10]=[CH:9][C:7]([CH3:8])=[CH:6][CH:5]=1)(=[O:3])=[O:2].[NH2:22][OH:23]. Product: [S:1]([N:11]1[C:15]2=[N:16][CH:17]=[C:18]([CH:20]=[N:22][OH:23])[N:19]=[C:14]2[CH:13]=[CH:12]1)([C:4]1[CH:10]=[CH:9][C:7]([CH3:8])=[CH:6][CH:5]=1)(=[O:3])=[O:2]. The catalyst class is: 5. (3) Reactant: [Cl:1][C:2]1[C:3]([NH:31][C:32]2[CH:41]=[CH:40][CH:39]=[CH:38][C:33]=2[C:34]([NH:36][CH3:37])=[O:35])=[N:4][C:5]([NH:8][C:9]2[CH:10]=[CH:11][C:12]3[CH2:18][CH:17]([N:19]4[CH2:24][CH2:23][N:22]([CH2:25][CH2:26][OH:27])[CH2:21][CH2:20]4)[CH2:16][CH2:15][CH2:14][C:13]=3[C:28]=2[O:29][CH3:30])=[N:6][CH:7]=1.Cl. Product: [ClH:1].[Cl:1][C:2]1[C:3]([NH:31][C:32]2[CH:41]=[CH:40][CH:39]=[CH:38][C:33]=2[C:34]([NH:36][CH3:37])=[O:35])=[N:4][C:5]([NH:8][C:9]2[CH:10]=[CH:11][C:12]3[CH2:18][CH:17]([N:19]4[CH2:24][CH2:23][N:22]([CH2:25][CH2:26][OH:27])[CH2:21][CH2:20]4)[CH2:16][CH2:15][CH2:14][C:13]=3[C:28]=2[O:29][CH3:30])=[N:6][CH:7]=1. The catalyst class is: 8. (4) Reactant: [C:1]12([CH2:14][CH2:13][CH2:12][CH2:11]1)[C:9]1[C:4](=[CH:5][CH:6]=[CH:7][CH:8]=1)[CH2:3][C:2]2=[O:10].BrC1C=NC=CC=1/C(=[CH:30]\[N:31]([CH3:33])[CH3:32])/C(C1CCCC1)=O.CC([O-])(C)C.[Na+].C(N1CCN2CCN(CC(C)C)P1N(CC(C)C)CC2)C(C)C. Product: [CH3:30][N:31](/[CH:33]=[C:3]1\[C:2](=[O:10])[C:1]2([CH2:14][CH2:13][CH2:12][CH2:11]2)[C:9]2[C:4]\1=[CH:5][CH:6]=[CH:7][CH:8]=2)[CH3:32]. The catalyst class is: 101. (5) Reactant: [N:1]1([CH2:7][CH2:8][CH2:9][OH:10])[CH2:6][CH2:5][CH2:4][CH2:3][CH2:2]1.[H-].[Na+].[F:13][C:14]1[C:19](F)=[CH:18][C:17]([NH2:21])=[C:16]([N+:22]([O-:24])=[O:23])[CH:15]=1.C(=O)(O)[O-].[Na+]. Product: [F:13][C:14]1[C:19]([O:10][CH2:9][CH2:8][CH2:7][N:1]2[CH2:6][CH2:5][CH2:4][CH2:3][CH2:2]2)=[CH:18][C:17]([NH2:21])=[C:16]([N+:22]([O-:24])=[O:23])[CH:15]=1. The catalyst class is: 255. (6) Reactant: [C:1]([O:5][C:6]([N:8]1[CH2:13][CH2:12][N:11]([C:14]2[N:19]=[C:18]([C:20]3[CH:25]=[CH:24][N:23]=[C:22]([NH:26][CH:27]4[CH2:32][CH2:31][CH2:30][CH2:29][CH2:28]4)[CH:21]=3)[CH:17]=[C:16]([CH2:33]O)[CH:15]=2)[CH2:10][CH2:9]1)=[O:7])([CH3:4])([CH3:3])[CH3:2].C1C=CC(P(C2C=CC=CC=2)C2C=CC=CC=2)=CC=1.C(Br)(Br)(Br)[Br:55]. Product: [C:1]([O:5][C:6]([N:8]1[CH2:13][CH2:12][N:11]([C:14]2[N:19]=[C:18]([C:20]3[CH:25]=[CH:24][N:23]=[C:22]([NH:26][CH:27]4[CH2:32][CH2:31][CH2:30][CH2:29][CH2:28]4)[CH:21]=3)[CH:17]=[C:16]([CH2:33][Br:55])[CH:15]=2)[CH2:10][CH2:9]1)=[O:7])([CH3:4])([CH3:3])[CH3:2]. The catalyst class is: 1.